Dataset: Reaction yield outcomes from USPTO patents with 853,638 reactions. Task: Predict the reaction yield, written as a fraction of the theoretical maximum amount of product (1.0 means a 100% yield; for example, 0.34 means a 34% yield). The reactants are C([CH:8]([CH:10]1[CH2:14][C:13]2[CH:15]=[CH:16][CH:17]=[C:18]([C:19]3[CH:24]=[CH:23][CH:22]=[C:21]([O:25][CH3:26])[C:20]=3[O:27][CH3:28])[C:12]=2[O:11]1)[NH2:9])C1C=CC=CC=1.C(N(C(C)C)CC)(C)C.Cl[C:39]([O:41][CH2:42][C:43]1[CH:48]=[CH:47][CH:46]=[CH:45][CH:44]=1)=[O:40].C(OC(=O)NCC1CC2C=CC=C(C3CCCC3)C=2O1)C1C=CC=CC=1. No catalyst specified. The product is [CH3:28][O:27][C:20]1[C:21]([O:25][CH3:26])=[CH:22][CH:23]=[CH:24][C:19]=1[C:18]1[C:12]2[O:11][CH:10]([CH2:8][NH:9][C:39](=[O:40])[O:41][CH2:42][C:43]3[CH:48]=[CH:47][CH:46]=[CH:45][CH:44]=3)[CH2:14][C:13]=2[CH:15]=[CH:16][CH:17]=1. The yield is 0.910.